From a dataset of Reaction yield outcomes from USPTO patents with 853,638 reactions. Predict the reaction yield, written as a fraction of the theoretical maximum amount of product (1.0 means a 100% yield; for example, 0.34 means a 34% yield). (1) The reactants are [CH2:1]([O:3][C:4](=[O:16])[C:5]1[CH:10]=[C:9]([S:11](Cl)(=[O:13])=[O:12])[CH:8]=[N:7][C:6]=1[Cl:15])[CH3:2].CN.O1CCCC1.[CH2:24]([N:26](CC)CC)C. The catalyst is C(OCC)(=O)C. The product is [Cl:15][C:6]1[N:7]=[CH:8][C:9]([S:11](=[O:13])(=[O:12])[NH:26][CH3:24])=[CH:10][C:5]=1[C:4]([O:3][CH2:1][CH3:2])=[O:16]. The yield is 0.660. (2) The reactants are [F:1][C:2]([F:26])([F:25])[C:3]1[CH:4]=[CH:5][C:6]([OH:24])=[C:7]([C:9]2[N:10]([C:15]3[N:20]=[C:19]([C:21]([OH:23])=[O:22])[CH:18]=[CH:17][CH:16]=3)[C:11]([CH3:14])=[CH:12][CH:13]=2)[CH:8]=1.[F:27][C:28]1[CH:35]=[CH:34][CH:33]=[C:32]([F:36])[C:29]=1[CH2:30]Br.C([O-])([O-])=O.[K+].[K+].O. The catalyst is CN(C=O)C.C(Cl)Cl. The product is [F:27][C:28]1[CH:35]=[CH:34][CH:33]=[C:32]([F:36])[C:29]=1[CH2:30][O:22][C:21](=[O:23])[C:19]1[CH:18]=[CH:17][CH:16]=[C:15]([N:10]2[C:11]([CH3:14])=[CH:12][CH:13]=[C:9]2[C:7]2[CH:8]=[C:3]([C:2]([F:1])([F:25])[F:26])[CH:4]=[CH:5][C:6]=2[O:24][CH2:30][C:29]2[C:28]([F:27])=[CH:35][CH:34]=[CH:33][C:32]=2[F:36])[N:20]=1. The yield is 0.440. (3) The product is [CH3:23][C@@H:20]1[CH2:19][CH2:18][C@H:17]([O:16][C:8]2[C:9]([C:12]([F:15])([F:13])[F:14])=[C:10]3[C:5]([CH:4]=[CH:3][C:2]([CH:25]=[O:24])=[CH:11]3)=[CH:6][CH:7]=2)[CH2:22][CH2:21]1. The yield is 0.980. The reactants are Br[C:2]1[CH:11]=[C:10]2[C:5]([CH:6]=[CH:7][C:8]([O:16][C@H:17]3[CH2:22][CH2:21][C@@H:20]([CH3:23])[CH2:19][CH2:18]3)=[C:9]2[C:12]([F:15])([F:14])[F:13])=[CH:4][CH:3]=1.[O:24]1CCC[CH2:25]1.C([Li])CCC.C1CCCCC1.CN(C)C=O.Cl. The catalyst is O.